From a dataset of Catalyst prediction with 721,799 reactions and 888 catalyst types from USPTO. Predict which catalyst facilitates the given reaction. Reactant: [CH3:1][O:2][C:3]1[CH:14]=[CH:13][C:6]2[CH2:7][CH2:8][CH2:9][C:10](=[O:12])[NH:11][C:5]=2[CH:4]=1.[Li+].CC([N-]C(C)C)C.CCCCCCC.C1COCC1.C(C1C=CC=CC=1)C.[C:43](O[C:43]([O:45][C:46]([CH3:49])([CH3:48])[CH3:47])=[O:44])([O:45][C:46]([CH3:49])([CH3:48])[CH3:47])=[O:44]. Product: [C:46]([O:45][C:43]([CH:9]1[CH2:8][CH2:7][C:6]2[CH:13]=[CH:14][C:3]([O:2][CH3:1])=[CH:4][C:5]=2[NH:11][C:10]1=[O:12])=[O:44])([CH3:49])([CH3:48])[CH3:47]. The catalyst class is: 1.